From a dataset of Forward reaction prediction with 1.9M reactions from USPTO patents (1976-2016). Predict the product of the given reaction. Given the reactants [CH2:1]([S:4][C:5]1[N:13]=[C:12]2[C:8]([N:9]=[CH:10][N:11]2[C@@H:14]2[O:26][C@H:25]([CH2:27][O:28]C(=O)C)[C@@H:20]([O:21]C(=O)C)[C@H:15]2[O:16]C(=O)C)=[C:7](Cl)[N:6]=1)[CH2:2][CH3:3].[O:33]([C:35]1[CH:36]=[C:37]([CH2:41][CH2:42][NH2:43])[CH:38]=[CH:39][CH:40]=1)[CH3:34], predict the reaction product. The product is: [CH2:1]([S:4][C:5]1[N:13]=[C:12]2[C:8]([N:9]=[CH:10][N:11]2[C@@H:14]2[O:26][C@H:25]([CH2:27][OH:28])[C@@H:20]([OH:21])[C@H:15]2[OH:16])=[C:7]([NH:43][CH2:42][CH2:41][C:37]2[CH:38]=[CH:39][CH:40]=[C:35]([O:33][CH3:34])[CH:36]=2)[N:6]=1)[CH2:2][CH3:3].